Dataset: Forward reaction prediction with 1.9M reactions from USPTO patents (1976-2016). Task: Predict the product of the given reaction. (1) Given the reactants [Cl:1][C:2]1[N:3]=[C:4]([N:12]2[CH2:17][CH2:16][O:15][CH2:14][CH2:13]2)[C:5]2[N:10]=[C:9](I)[S:8][C:6]=2[N:7]=1.[CH3:18][S:19]([C:22]1[CH:23]=[C:24](B(O)O)[CH:25]=[CH:26][CH:27]=1)(=[O:21])=[O:20].O, predict the reaction product. The product is: [Cl:1][C:2]1[N:3]=[C:4]([N:12]2[CH2:17][CH2:16][O:15][CH2:14][CH2:13]2)[C:5]2[N:10]=[C:9]([C:26]3[CH:25]=[CH:24][CH:23]=[C:22]([S:19]([CH3:18])(=[O:21])=[O:20])[CH:27]=3)[S:8][C:6]=2[N:7]=1. (2) Given the reactants [CH2:1]([O:8][C:9]([N:11]1[CH2:16][CH2:15][C:14](=O)[C:13](=[N:18]O)[CH2:12]1)=[O:10])[C:2]1[CH:7]=[CH:6][CH:5]=[CH:4][CH:3]=1.C([O-])(=O)C.[NH4+].FC1C=CC=C(F)C=1[C:28]([NH:30]C1C(C=O)=NN(C2CCCCO2)C=1)=O, predict the reaction product. The product is: [CH2:1]([O:8][C:9]([N:11]1[CH2:16][CH2:15][C:14]2[NH:30][CH:28]=[N:18][C:13]=2[CH2:12]1)=[O:10])[C:2]1[CH:7]=[CH:6][CH:5]=[CH:4][CH:3]=1. (3) Given the reactants [OH:1][CH2:2][CH2:3][CH2:4][C:5]1[CH:10]=[CH:9][C:8]([C:11]2[CH:16]=[CH:15][C:14]([CH2:17][CH2:18][CH2:19][OH:20])=[C:13]([C:21]([F:24])([F:23])[F:22])[CH:12]=2)=[CH:7][C:6]=1[C:25]([F:28])([F:27])[F:26].[CH3:29][S:30](Cl)(=[O:32])=[O:31], predict the reaction product. The product is: [CH3:29][S:30]([O:20][CH2:19][CH2:18][CH2:17][C:14]1[CH:15]=[CH:16][C:11]([C:8]2[CH:9]=[CH:10][C:5]([CH2:4][CH2:3][CH2:2][O:1][S:30]([CH3:29])(=[O:32])=[O:31])=[C:6]([C:25]([F:26])([F:27])[F:28])[CH:7]=2)=[CH:12][C:13]=1[C:21]([F:22])([F:23])[F:24])(=[O:32])=[O:31]. (4) Given the reactants [O:1]1[C:5]([C:6]2[CH:11]=[CH:10][CH:9]=[CH:8][N:7]=2)=[CH:4][N:3]=[CH:2]1.[Li]CCCC.[C:17](O)(=[O:25])[CH2:18][CH2:19][CH2:20][CH2:21][CH2:22][CH2:23][CH3:24].C(Cl)(=O)C(Cl)=O, predict the reaction product. The product is: [N:7]1[CH:8]=[CH:9][CH:10]=[CH:11][C:6]=1[C:5]1[O:1][C:2]([C:17](=[O:25])[CH2:18][CH2:19][CH2:20][CH2:21][CH2:22][CH2:23][CH3:24])=[N:3][CH:4]=1. (5) The product is: [F:1][C:2]1[C:10]([O:11][CH3:12])=[C:9]([F:13])[CH:8]=[CH:7][C:3]=1[C:4]([Cl:16])=[O:5]. Given the reactants [F:1][C:2]1[C:10]([O:11][CH3:12])=[C:9]([F:13])[CH:8]=[CH:7][C:3]=1[C:4](O)=[O:5].S(Cl)([Cl:16])=O, predict the reaction product. (6) Given the reactants [CH:1]1([CH:7]([CH:34]2[CH2:39][CH2:38][CH2:37][CH2:36][CH2:35]2)[C:8]([NH:10][C@H:11]2[C@H:18]3[C@H:14]([CH2:15][N:16]([C:19](=[O:33])[C@H:20]([NH:25]C(=O)OC(C)(C)C)[CH2:21][CH:22]([CH3:24])[CH3:23])[CH2:17]3)[CH2:13][CH2:12]2)=[O:9])[CH2:6][CH2:5][CH2:4][CH2:3][CH2:2]1.Cl, predict the reaction product. The product is: [NH2:25][C@H:20]([CH2:21][CH:22]([CH3:24])[CH3:23])[C:19]([N:16]1[CH2:17][C@H:18]2[C@H:11]([NH:10][C:8](=[O:9])[CH:7]([CH:1]3[CH2:2][CH2:3][CH2:4][CH2:5][CH2:6]3)[CH:34]3[CH2:39][CH2:38][CH2:37][CH2:36][CH2:35]3)[CH2:12][CH2:13][C@H:14]2[CH2:15]1)=[O:33]. (7) Given the reactants [C:1]([O:5][C:6]([N:8]1[C:16]2[C:11](=[CH:12][CH:13]=[CH:14][CH:15]=2)[C:10]([CH2:17][OH:18])=[CH:9]1)=[O:7])([CH3:4])([CH3:3])[CH3:2].CC1C=CN=C(N)C=1C.[C:28](O[C:28](=[O:31])[CH2:29][CH3:30])(=[O:31])[CH2:29][CH3:30].C(=O)(O)[O-].[Na+], predict the reaction product. The product is: [C:1]([O:5][C:6]([N:8]1[C:16]2[C:11](=[CH:12][CH:13]=[CH:14][CH:15]=2)[C:10]([CH2:17][O:18][C:28](=[O:31])[CH2:29][CH3:30])=[CH:9]1)=[O:7])([CH3:4])([CH3:2])[CH3:3]. (8) Given the reactants C(C1C=C(C2ON=C(C3C=C(C)C(OCC(O)CNC(=O)CO)=C(C)C=3)N=2)C=CC=1)=O.[CH:32]([C:34]1[CH:35]=[C:36]([CH:40]=[C:41]([CH2:43][CH3:44])[CH:42]=1)[C:37]([OH:39])=O)=[O:33].[CH2:45]([C:47]1[CH:62]=[C:61]([C:63](=[NH:66])[NH:64]O)[CH:60]=[C:59]([CH3:67])[C:48]=1[O:49][CH2:50][C@@H:51]([OH:58])[CH2:52][NH:53][C:54](=[O:57])[CH2:55][OH:56])[CH3:46], predict the reaction product. The product is: [CH2:45]([C:47]1[CH:62]=[C:61]([C:63]2[N:66]=[C:37]([C:36]3[CH:40]=[C:41]([CH2:43][CH3:44])[CH:42]=[C:34]([CH:32]=[O:33])[CH:35]=3)[O:39][N:64]=2)[CH:60]=[C:59]([CH3:67])[C:48]=1[O:49][CH2:50][C@@H:51]([OH:58])[CH2:52][NH:53][C:54](=[O:57])[CH2:55][OH:56])[CH3:46]. (9) The product is: [Cl:3][C:4]1[C:12]([OH:1])=[CH:11][C:10]([Cl:14])=[CH:9][C:5]=1[C:6]([OH:8])=[O:7]. Given the reactants [OH-:1].[Na+].[Cl:3][C:4]1[C:12](I)=[CH:11][C:10]([Cl:14])=[CH:9][C:5]=1[C:6]([OH:8])=[O:7].Cl, predict the reaction product.